From a dataset of Catalyst prediction with 721,799 reactions and 888 catalyst types from USPTO. Predict which catalyst facilitates the given reaction. The catalyst class is: 1. Reactant: [CH3:1][N:2]([CH3:24])[C:3]([C@@H:5]1[CH2:9][C@@H:8]([O:10][CH2:11][C:12](OCC)=[O:13])[CH2:7][N:6]1[C:17]([O:19][C:20]([CH3:23])([CH3:22])[CH3:21])=[O:18])=[O:4].[H-].[H-].[H-].[H-].[Li+].[Al+3].O.O.O.O.O.O.O.O.O.O.[O-]S([O-])(=O)=O.[Na+].[Na+]. Product: [CH3:1][N:2]([CH3:24])[C:3]([C@@H:5]1[CH2:9][C@@H:8]([O:10][CH2:11][CH2:12][OH:13])[CH2:7][N:6]1[C:17]([O:19][C:20]([CH3:22])([CH3:21])[CH3:23])=[O:18])=[O:4].